From a dataset of Forward reaction prediction with 1.9M reactions from USPTO patents (1976-2016). Predict the product of the given reaction. (1) Given the reactants [F:1][C:2]1[CH:3]=[C:4]([C:21]([NH2:23])=[O:22])[C:5]2[O:9][C:8]([C:10]3[CH:15]=[CH:14][C:13]([CH2:16][N:17](C)[CH3:18])=[CH:12][CH:11]=3)=[CH:7][C:6]=2[CH:20]=1.COC(C1C2OC(C3C=CC(CNC4[CH2:48][CH2:47][N:46]([C:49]([O:51][C:52]([CH3:55])([CH3:54])[CH3:53])=[O:50])[CH2:45][CH2:44]4)=CC=3)=CC=2C=C(F)C=1)=O, predict the reaction product. The product is: [C:21]([C:4]1[C:5]2[O:9][C:8]([C:10]3[CH:15]=[CH:14][C:13]([CH2:16][NH:17][CH:18]4[CH2:48][CH2:47][N:46]([C:49]([O:51][C:52]([CH3:54])([CH3:53])[CH3:55])=[O:50])[CH2:45][CH2:44]4)=[CH:12][CH:11]=3)=[CH:7][C:6]=2[CH:20]=[C:2]([F:1])[CH:3]=1)(=[O:22])[NH2:23]. (2) Given the reactants I[C:2]1[CH:16]=[CH:15][C:5]([O:6][C@@H:7]2[CH:12]3[CH2:13][CH2:14][N:9]([CH2:10][CH2:11]3)[CH2:8]2)=[CH:4][CH:3]=1.[NH2:17][C:18]1[CH:19]=[C:20](B(O)O)[CH:21]=[CH:22][C:23]=1[CH3:24], predict the reaction product. The product is: [N:9]12[CH2:14][CH2:13][CH:12]([CH2:11][CH2:10]1)[C@@H:7]([O:6][C:5]1[CH:15]=[CH:16][C:2]([C:20]3[CH:21]=[CH:22][C:23]([CH3:24])=[C:18]([NH2:17])[CH:19]=3)=[CH:3][CH:4]=1)[CH2:8]2. (3) Given the reactants O/[CH:2]=[C:3]1\[C:4](=O)[C@:5]2([C:18]3[CH:23]=[CH:22][CH:21]=[CH:20][CH:19]=3)[C@@H:10]([CH2:11][CH2:12]\1)[C@H:9]([CH3:13])[C:8]1([O:17][CH2:16][CH2:15][O:14]1)[CH2:7][CH2:6]2.Cl.[CH3:26][C:27]([CH3:32])([CH3:31])[C:28](=[NH:30])[NH2:29].N1CCCCC1, predict the reaction product. The product is: [C:27]([C:28]1[N:30]=[CH:2][C:3]2[CH2:12][CH2:11][C@H:10]3[C@H:9]([CH3:13])[C:8]4([CH2:7][CH2:6][C@:5]3([C:18]3[CH:19]=[CH:20][CH:21]=[CH:22][CH:23]=3)[C:4]=2[N:29]=1)[O:14][CH2:15][CH2:16][O:17]4)([CH3:32])([CH3:31])[CH3:26]. (4) The product is: [Cl:18][C:19]1[C:28]([NH2:15])=[CH:27][C:26]2[C:21](=[CH:22][C:23]([C:32]([F:35])([F:34])[F:33])=[CH:24][CH:25]=2)[N:20]=1. Given the reactants C1(P([N:15]=[N+]=[N-])(C2C=CC=CC=2)=O)C=CC=CC=1.[Cl:18][C:19]1[C:28](C(O)=O)=[CH:27][C:26]2[C:21](=[CH:22][C:23]([C:32]([F:35])([F:34])[F:33])=[CH:24][CH:25]=2)[N:20]=1.CCCCCC.CC(=O)OCC, predict the reaction product. (5) Given the reactants [N+:1]([C:4]1[CH:21]=[CH:20][C:7]([O:8][C:9]2[C:18]3[C:13](=[CH:14][C:15]([OH:19])=[CH:16][CH:17]=3)[N:12]=[CH:11][CH:10]=2)=[CH:6][CH:5]=1)([O-:3])=[O:2].[OH-].[K+].Br[CH2:25][CH2:26][OH:27], predict the reaction product. The product is: [N+:1]([C:4]1[CH:21]=[CH:20][C:7]([O:8][C:9]2[C:18]3[C:13](=[CH:14][C:15]([O:19][CH2:25][CH2:26][OH:27])=[CH:16][CH:17]=3)[N:12]=[CH:11][CH:10]=2)=[CH:6][CH:5]=1)([O-:3])=[O:2].